From a dataset of Reaction yield outcomes from USPTO patents with 853,638 reactions. Predict the reaction yield, written as a fraction of the theoretical maximum amount of product (1.0 means a 100% yield; for example, 0.34 means a 34% yield). (1) The reactants are [CH3:1][O:2][C:3]1[C:4]([NH:15][C:16](=[O:20])OCC)=[N:5][C:6]2[C:11]([N:12]=1)=[CH:10][C:9]([O:13][CH3:14])=[CH:8][CH:7]=2.[Cl:21][C:22]1[CH:23]=[C:24]([N:28]2[CH2:33][CH2:32][NH:31][CH2:30][CH2:29]2)[CH:25]=[CH:26][CH:27]=1. No catalyst specified. The product is [CH3:1][O:2][C:3]1[C:4]([NH:15][C:16]([N:31]2[CH2:30][CH2:29][N:28]([C:24]3[CH:25]=[CH:26][CH:27]=[C:22]([Cl:21])[CH:23]=3)[CH2:33][CH2:32]2)=[O:20])=[N:5][C:6]2[C:11]([N:12]=1)=[CH:10][C:9]([O:13][CH3:14])=[CH:8][CH:7]=2. The yield is 0.850. (2) The reactants are [Cl-].O[NH3+:3].[C:4](=[O:7])([O-])[OH:5].[Na+].CS(C)=O.[C:13]([C:16]1[CH:56]=[CH:55][C:19]([O:20][C@H:21]2[CH2:26][CH2:25][C@H:24]([N:27]3[C:32](=[O:33])[C:31]([CH2:34][C:35]4[CH:40]=[CH:39][C:38]([C:41]5[C:42]([C:47]#[N:48])=[CH:43][CH:44]=[CH:45][CH:46]=5)=[CH:37][CH:36]=4)=[C:30]([CH2:49][CH2:50][CH3:51])[N:29]4[N:52]=[CH:53][N:54]=[C:28]34)[CH2:23][CH2:22]2)=[CH:18][CH:17]=1)(=[O:15])[CH3:14]. The catalyst is O.C(OCC)(=O)C. The product is [C:13]([C:16]1[CH:17]=[CH:18][C:19]([O:20][C@H:21]2[CH2:26][CH2:25][C@H:24]([N:27]3[C:32](=[O:33])[C:31]([CH2:34][C:35]4[CH:40]=[CH:39][C:38]([C:41]5[CH:46]=[CH:45][CH:44]=[CH:43][C:42]=5[C:47]5[NH:3][C:4](=[O:7])[O:5][N:48]=5)=[CH:37][CH:36]=4)=[C:30]([CH2:49][CH2:50][CH3:51])[N:29]4[N:52]=[CH:53][N:54]=[C:28]34)[CH2:23][CH2:22]2)=[CH:55][CH:56]=1)(=[O:15])[CH3:14]. The yield is 0.240. (3) The reactants are [C:1]([NH2:9])(=[O:8])[C:2]1[CH:7]=[CH:6][CH:5]=[CH:4][CH:3]=1.O.[C:11]([OH:15])(=[O:14])[CH:12]=[O:13]. The catalyst is CC(C)=O. The product is [C:1]([NH:9][CH:12]([OH:13])[C:11]([OH:15])=[O:14])(=[O:8])[C:2]1[CH:7]=[CH:6][CH:5]=[CH:4][CH:3]=1. The yield is 1.00. (4) The reactants are Cl.[NH2:2][OH:3].[OH-].[Na+].[CH3:6][C:7]1[C:12]([CH:13]=O)=[CH:11][CH:10]=[CH:9][N:8]=1.Cl. The catalyst is O.C(O)C. The product is [CH3:6][C:7]1[C:12]([CH:13]=[N:2][OH:3])=[CH:11][CH:10]=[CH:9][N:8]=1. The yield is 0.620. (5) The reactants are [CH3:1][C:2]1[C:6]2[C:7](=[O:20])[N:8]([CH2:12][CH2:13][N:14]3[CH2:19][CH2:18][O:17][CH2:16][CH2:15]3)[CH2:9][CH2:10][CH2:11][C:5]=2[NH:4][C:3]=1[CH:21]=O.[F:23][C:24]1[CH:25]=[C:26]2[C:30](=[CH:31][CH:32]=1)[NH:29][C:28](=[O:33])[CH2:27]2. No catalyst specified. The product is [F:23][C:24]1[CH:25]=[C:26]2[C:30](=[CH:31][CH:32]=1)[NH:29][C:28](=[O:33])[C:27]2=[CH:21][C:3]1[NH:4][C:5]2[CH2:11][CH2:10][CH2:9][N:8]([CH2:12][CH2:13][N:14]3[CH2:15][CH2:16][O:17][CH2:18][CH2:19]3)[C:7](=[O:20])[C:6]=2[C:2]=1[CH3:1]. The yield is 0.515.